Dataset: Reaction yield outcomes from USPTO patents with 853,638 reactions. Task: Predict the reaction yield, written as a fraction of the theoretical maximum amount of product (1.0 means a 100% yield; for example, 0.34 means a 34% yield). (1) The reactants are [CH3:1][O:2][C:3]([C:5]1[CH:14]=[C:13]([OH:15])[C:12]2[C:7](=[C:8]([O:17][CH2:18][C:19]3[CH:24]=[CH:23][CH:22]=[CH:21][CH:20]=3)[CH:9]=[CH:10][C:11]=2Br)[N:6]=1)=[O:4].CO[C:27]1[CH:32]=[CH:31][C:30](B(O)O)=[CH:29][CH:28]=1.C1(B(O)O)C=CC=CC=1. No catalyst specified. The product is [CH3:1][O:2][C:3]([C:5]1[CH:14]=[C:13]([OH:15])[C:12]2[C:7](=[C:8]([O:17][CH2:18][C:19]3[CH:24]=[CH:23][CH:22]=[CH:21][CH:20]=3)[CH:9]=[CH:10][C:11]=2[C:27]2[CH:32]=[CH:31][CH:30]=[CH:29][CH:28]=2)[N:6]=1)=[O:4]. The yield is 0.490. (2) The reactants are [Si:1]([O:8][CH2:9][C@@H:10]([OH:13])[CH2:11][Cl:12])([C:4]([CH3:7])([CH3:6])[CH3:5])([CH3:3])[CH3:2].[O:14]1[CH:19]=[CH:18][CH2:17][CH2:16][CH2:15]1.C1(C)C=CC(S([O-])(=O)=O)=CC=1.[NH+]1C=CC=CC=1. The catalyst is ClCCl. The product is [Si:1]([O:8][CH2:9][CH:10]([O:13][CH:15]1[CH2:16][CH2:17][CH2:18][CH2:19][O:14]1)[CH2:11][Cl:12])([C:4]([CH3:7])([CH3:6])[CH3:5])([CH3:3])[CH3:2]. The yield is 0.920. (3) The reactants are [Cl:1][C:2]1[CH:24]=[CH:23][C:5]([CH2:6][NH:7][C:8]([C:10]2[N:11]=[N:12][C:13]3[C:18]([C:19]=2[OH:20])=[CH:17][C:16]([CH2:21][OH:22])=[CH:15][CH:14]=3)=[O:9])=[CH:4][CH:3]=1.[C:25]([O-])([O-])=O.[K+].[K+].IC.O. The catalyst is CN(C=O)C. The product is [Cl:1][C:2]1[CH:3]=[CH:4][C:5]([CH2:6][NH:7][C:8]([C:10]2[C:19](=[O:20])[C:18]3[C:13](=[CH:14][CH:15]=[C:16]([CH2:21][OH:22])[CH:17]=3)[N:12]([CH3:25])[N:11]=2)=[O:9])=[CH:23][CH:24]=1. The yield is 0.360. (4) The reactants are [N:1]1[CH:6]=[CH:5][CH:4]=[C:3]([CH:7]=O)[CH:2]=1.[CH3:9][C@@H:10]1[CH2:15][NH:14][CH2:13][CH2:12][N:11]1[C:16]1[CH:17]=[CH:18][C:19]2[N:20]([C:22]([C:25]([F:28])([F:27])[F:26])=[N:23][N:24]=2)[N:21]=1. No catalyst specified. The product is [CH3:9][C@@H:10]1[CH2:15][N:14]([CH2:7][C:3]2[CH:2]=[N:1][CH:6]=[CH:5][CH:4]=2)[CH2:13][CH2:12][N:11]1[C:16]1[CH:17]=[CH:18][C:19]2[N:20]([C:22]([C:25]([F:27])([F:26])[F:28])=[N:23][N:24]=2)[N:21]=1. The yield is 1.00. (5) The reactants are Cl[C:2]1[N:7]=[CH:6][N:5]=[C:4]([NH2:8])[C:3]=1[C:9]1[N:13]=[CH:12][N:11]([CH3:14])[N:10]=1.[NH2:15][C@H:16]([C:19]1[N:28]([C:29]2[CH:34]=[CH:33][CH:32]=[CH:31][CH:30]=2)[C:27](=[O:35])[C:26]2[C:21](=[CH:22][CH:23]=[CH:24][C:25]=2[Cl:36])[N:20]=1)[CH2:17][CH3:18].CCN(C(C)C)C(C)C.C(Cl)Cl.CO. The catalyst is CCCCO. The product is [NH2:8][C:4]1[N:5]=[CH:6][N:7]=[C:2]([NH:15][C@H:16]([C:19]2[N:28]([C:29]3[CH:30]=[CH:31][CH:32]=[CH:33][CH:34]=3)[C:27](=[O:35])[C:26]3[C:21](=[CH:22][CH:23]=[CH:24][C:25]=3[Cl:36])[N:20]=2)[CH2:17][CH3:18])[C:3]=1[C:9]1[N:13]=[CH:12][N:11]([CH3:14])[N:10]=1. The yield is 0.590. (6) The catalyst is CCCCCC.C(OCC)(=O)C.O.O1CCCC1. The yield is 0.550. The product is [CH2:1]([C:5]1[C:10]([CH2:11][C:12]2[CH:17]=[CH:16][C:15]([C:18]3[C:19]([C:24]#[N:25])=[CH:20][CH:21]=[CH:22][CH:23]=3)=[CH:14][CH:13]=2)=[C:9]([O:26][CH2:31][CH2:30][O:29][CH3:28])[N:8]=[C:7]([CH3:27])[N:6]=1)[CH2:2][CH2:3][CH3:4]. The reactants are [CH2:1]([C:5]1[N:6]=[C:7]([CH3:27])[NH:8][C:9](=[O:26])[C:10]=1[CH2:11][C:12]1[CH:17]=[CH:16][C:15]([C:18]2[C:19]([C:24]#[N:25])=[CH:20][CH:21]=[CH:22][CH:23]=2)=[CH:14][CH:13]=1)[CH2:2][CH2:3][CH3:4].[CH3:28][O:29][CH2:30][CH2:31]O.C1(P(C2C=CC=CC=2)C2C=CC=CC=2)C=CC=CC=1.C(OC(N=NC(OCC)=O)=O)C.